This data is from Catalyst prediction with 721,799 reactions and 888 catalyst types from USPTO. The task is: Predict which catalyst facilitates the given reaction. (1) Reactant: [CH:1]([C:3]1[CH:18]=[CH:17][C:6]([O:7][C:8]2[CH:16]=[CH:15][C:11]([C:12]([NH2:14])=[O:13])=[CH:10][N:9]=2)=[CH:5][CH:4]=1)=O.[CH:19]([N:22]1[CH2:27][CH2:26][NH:25][CH2:24][CH2:23]1)([CH3:21])[CH3:20].[BH4-].[Na+]. Product: [CH:19]([N:22]1[CH2:27][CH2:26][N:25]([CH2:1][C:3]2[CH:18]=[CH:17][C:6]([O:7][C:8]3[CH:16]=[CH:15][C:11]([C:12]([NH2:14])=[O:13])=[CH:10][N:9]=3)=[CH:5][CH:4]=2)[CH2:24][CH2:23]1)([CH3:21])[CH3:20]. The catalyst class is: 5. (2) Reactant: [Cl:1][C:2]1[CH:3]=[C:4]([CH:8]=[CH:9][C:10]=1[O:11][C:12]([F:15])([F:14])[F:13])[C:5]([OH:7])=O.CC[N:18]=[C:19]=[N:20]CCCN(C)C.C1C=CC2N(O)N=NC=2C=1.ONC(=N)[C:40]1[CH:41]=[C:42]2[C:46](=[CH:47][CH:48]=1)[N:45]([CH2:49][CH2:50][C:51]([O:53]CC)=[O:52])[CH:44]=[CH:43]2. The catalyst class is: 3. Product: [Cl:1][C:2]1[CH:3]=[C:4]([C:5]2[O:7][N:20]=[C:19]([C:41]3[CH:40]=[CH:48][CH:47]=[C:46]4[C:42]=3[CH:43]=[CH:44][N:45]4[CH2:49][CH2:50][C:51]([OH:53])=[O:52])[N:18]=2)[CH:8]=[CH:9][C:10]=1[O:11][C:12]([F:15])([F:14])[F:13]. (3) Reactant: [N+:1]([C:4]1[CH:5]=[N:6][C:7]2[C:12]([C:13]=1[NH:14][CH2:15][C:16]1([OH:22])[CH2:21][CH2:20][CH2:19][CH2:18][CH2:17]1)=[CH:11][CH:10]=[CH:9][CH:8]=2)([O-])=O. Product: [NH2:1][C:4]1[CH:5]=[N:6][C:7]2[C:12]([C:13]=1[NH:14][CH2:15][C:16]1([OH:22])[CH2:21][CH2:20][CH2:19][CH2:18][CH2:17]1)=[CH:11][CH:10]=[CH:9][CH:8]=2. The catalyst class is: 13. (4) Reactant: [Cl:1][C:2]1[CH:7]=[C:6]([Cl:8])[CH:5]=[C:4]([Cl:9])[C:3]=1[CH2:10][OH:11].O[C:13]1[CH:18]=[CH:17][C:16]2[C:19]3([CH2:36][O:37][C:15]=2[CH:14]=1)[CH2:24][CH2:23][N:22]([CH2:25][CH2:26][CH:27]([CH3:35])[C:28]([O:30][C:31]([CH3:34])([CH3:33])[CH3:32])=[O:29])[CH2:21][CH2:20]3.C1(P(C2C=CC=CC=2)C2C=CC=CC=2)C=CC=CC=1.CC(OC(/N=N/C(OC(C)C)=O)=O)C. Product: [CH3:35][CH:27]([CH2:26][CH2:25][N:22]1[CH2:23][CH2:24][C:19]2([C:16]3[CH:17]=[CH:18][C:13]([O:11][CH2:10][C:3]4[C:2]([Cl:1])=[CH:7][C:6]([Cl:8])=[CH:5][C:4]=4[Cl:9])=[CH:14][C:15]=3[O:37][CH2:36]2)[CH2:20][CH2:21]1)[C:28]([O:30][C:31]([CH3:32])([CH3:33])[CH3:34])=[O:29]. The catalyst class is: 4. (5) Reactant: [C:1]1([O:7][C:8]2[CH:9]=[C:10]([CH2:14]O)[CH:11]=[CH:12][CH:13]=2)[CH:6]=[CH:5][CH:4]=[CH:3][CH:2]=1.S(Cl)([Cl:18])=O. Product: [Cl:18][CH2:14][C:10]1[CH:11]=[CH:12][CH:13]=[C:8]([O:7][C:1]2[CH:6]=[CH:5][CH:4]=[CH:3][CH:2]=2)[CH:9]=1. The catalyst class is: 22. (6) Reactant: [Br:1][C:2]1[CH:10]=[CH:9][C:5]([C:6]([OH:8])=[O:7])=[C:4]([CH3:11])[CH:3]=1.[CH3:12]C1C=CC(S(O)(=O)=O)=CC=1.O. Product: [CH3:12][O:7][C:6](=[O:8])[C:5]1[CH:9]=[CH:10][C:2]([Br:1])=[CH:3][C:4]=1[CH3:11]. The catalyst class is: 5. (7) Reactant: [CH2:1]([O:3][C:4]([CH:6]1[NH:11][CH2:10][CH2:9][N:8]([C:12]([O:14][C:15]([CH3:18])([CH3:17])[CH3:16])=[O:13])[CH2:7]1)=[O:5])[CH3:2].C(N(CC)CC)C.[C:26](Cl)(=[O:33])[C:27]1[CH:32]=[CH:31][CH:30]=[CH:29][CH:28]=1. Product: [CH2:1]([O:3][C:4]([CH:6]1[N:11]([C:26](=[O:33])[C:27]2[CH:32]=[CH:31][CH:30]=[CH:29][CH:28]=2)[CH2:10][CH2:9][N:8]([C:12]([O:14][C:15]([CH3:17])([CH3:16])[CH3:18])=[O:13])[CH2:7]1)=[O:5])[CH3:2]. The catalyst class is: 4.